Dataset: Full USPTO retrosynthesis dataset with 1.9M reactions from patents (1976-2016). Task: Predict the reactants needed to synthesize the given product. (1) Given the product [NH2:1][C:2]1[C:7]([C:8]([C:10]2[CH:15]=[CH:14][CH:13]=[CH:12][C:11]=2[O:16][CH3:17])=[O:9])=[CH:6][CH:5]=[C:4]([NH:36][CH:33]2[CH2:34][CH2:35][N:30]([S:27]([CH3:26])(=[O:29])=[O:28])[CH2:31][CH2:32]2)[N:3]=1, predict the reactants needed to synthesize it. The reactants are: [NH2:1][C:2]1[C:7]([C:8]([C:10]2[CH:15]=[CH:14][CH:13]=[CH:12][C:11]=2[O:16][CH3:17])=[O:9])=[CH:6][CH:5]=[C:4](Cl)[N:3]=1.FC(F)(F)C(O)=O.[CH3:26][S:27]([N:30]1[CH2:35][CH2:34][CH:33]([NH2:36])[CH2:32][CH2:31]1)(=[O:29])=[O:28].C(N(CC)C(C)C)(C)C. (2) Given the product [C:24]1([C@@H:30]([NH:32][C@@H:33]2[CH:38]([C:39]([O:41][CH2:42][CH3:43])=[O:40])[CH2:37][CH2:36][N:35]([C:44]([O:46][C:47]([CH3:49])([CH3:48])[CH3:50])=[O:45])[CH2:34]2)[CH3:31])[CH:29]=[CH:28][CH:27]=[CH:26][CH:25]=1, predict the reactants needed to synthesize it. The reactants are: [BH4-].[Na+].C1COCC1.C(O)(C(F)(F)F)=O.[BH4-].[Na+].C(O)(C(F)(F)F)=O.[C:24]1([C@@H:30]([NH:32][C:33]2[CH2:34][N:35]([C:44]([O:46][C:47]([CH3:50])([CH3:49])[CH3:48])=[O:45])[CH2:36][CH2:37][C:38]=2[C:39]([O:41][CH2:42][CH3:43])=[O:40])[CH3:31])[CH:29]=[CH:28][CH:27]=[CH:26][CH:25]=1. (3) The reactants are: [CH:1]1([CH2:5][O:6][C:7]2[CH:15]=[CH:14][CH:13]=[C:12]3[C:8]=2[CH:9]=[C:10]([C:16]([OH:18])=[O:17])[NH:11]3)[CH2:4][CH2:3][CH2:2]1.[CH3:19][O:20][C:21]1[N:26]=[CH:25]C(CCO)=CC=1.C(OC(C1NC2C(C=1)=C(O)C=CC=2)=O)C. Given the product [CH3:19][O:20][C:21]1[N:26]=[CH:25][C:4]([CH2:1][CH2:5][O:6][C:7]2[CH:15]=[CH:14][CH:13]=[C:12]3[C:8]=2[CH:9]=[C:10]([C:16]([OH:18])=[O:17])[NH:11]3)=[CH:3][CH:2]=1, predict the reactants needed to synthesize it. (4) Given the product [Cl:1][C:2]1[CH:10]=[C:9]2[C:5]([C:6]([CH2:7][C:4]3[CH:5]=[CH:9][CH:10]=[C:2]([Cl:1])[CH:3]=3)([CH2:16][C:15]3[CH:18]=[CH:19][CH:20]=[C:13]([Cl:12])[CH:14]=3)[C:23](=[O:26])[NH:8]2)=[CH:4][CH:3]=1, predict the reactants needed to synthesize it. The reactants are: [Cl:1][C:2]1[CH:10]=[C:9]2[C:5]([CH2:6][C:7](=O)[NH:8]2)=[CH:4][CH:3]=1.[Cl:12][C:13]1[CH:14]=[C:15]([CH:18]=[CH:19][CH:20]=1)[CH2:16]Br.[I-].[K+].[C:23](=[O:26])([O-])[O-].[K+].[K+]. (5) Given the product [C:30]([O:38][CH2:39][CH2:40][CH2:41][N:12]1[C:13]([CH:14]([CH3:16])[CH3:15])=[C:9]([CH2:8][C:5]2[CH:4]=[CH:3][C:2]([I:1])=[CH:7][CH:6]=2)[C:10]([O:17][Si:18]([CH:25]([CH3:27])[CH3:26])([CH:22]([CH3:24])[CH3:23])[CH:19]([CH3:21])[CH3:20])=[N:11]1)(=[O:37])[C:31]1[CH:36]=[CH:35][CH:34]=[CH:33][CH:32]=1, predict the reactants needed to synthesize it. The reactants are: [I:1][C:2]1[CH:7]=[CH:6][C:5]([CH2:8][C:9]2[C:10]([O:17][Si:18]([CH:25]([CH3:27])[CH3:26])([CH:22]([CH3:24])[CH3:23])[CH:19]([CH3:21])[CH3:20])=[N:11][NH:12][C:13]=2[CH:14]([CH3:16])[CH3:15])=[CH:4][CH:3]=1.[H-].[Na+].[C:30]([O:38][CH2:39][CH2:40][CH2:41]Cl)(=[O:37])[C:31]1[CH:36]=[CH:35][CH:34]=[CH:33][CH:32]=1.[I-].[K+]. (6) Given the product [N+:1]([C:4]1[CH:8]=[N:7][N:6]([CH2:9][O:10][CH2:11][CH2:12][Si:13]([CH3:14])([CH3:15])[CH3:16])[C:5]=1[CH:17]=[O:18])([O-:3])=[O:2], predict the reactants needed to synthesize it. The reactants are: [N+:1]([C:4]1[CH:8]=[N:7][N:6]([CH2:9][O:10][CH2:11][CH2:12][Si:13]([CH3:16])([CH3:15])[CH3:14])[C:5]=1[CH2:17][OH:18])([O-:3])=[O:2]. (7) Given the product [C:29]1([CH2:38][C:3]([C:5]2[C:6]([CH2:11][N:12]3[CH:16]=[CH:15][CH:14]=[C:13]3[CH:17]=[O:18])=[N:7][CH:8]=[CH:9][CH:10]=2)=[O:4])[CH:30]=[CH:31][CH:32]=[CH:33][CH:34]=1, predict the reactants needed to synthesize it. The reactants are: CO[C:3]([C:5]1[C:6]([CH2:11][N:12]2[CH:16]=[CH:15][CH:14]=[C:13]2[CH:17]=[O:18])=[N:7][CH:8]=[CH:9][CH:10]=1)=[O:4].[OH-].[Na+].[C:29]1(P(N=[N+]=[N-])([C:29]2[CH:34]=[CH:33][CH:32]=[CH:31][CH:30]=2)=O)[CH:34]=[CH:33][CH:32]=[CH:31][CH:30]=1.[CH3:38]O.